Dataset: Peptide-MHC class II binding affinity with 134,281 pairs from IEDB. Task: Regression. Given a peptide amino acid sequence and an MHC pseudo amino acid sequence, predict their binding affinity value. This is MHC class II binding data. The peptide sequence is GSNLLSICKTAEFQMTFHLF. The MHC is H-2-IAk with pseudo-sequence H-2-IAk. The binding affinity (normalized) is 0.